This data is from Full USPTO retrosynthesis dataset with 1.9M reactions from patents (1976-2016). The task is: Predict the reactants needed to synthesize the given product. (1) Given the product [C:1]([O:5][CH2:6][CH2:7][CH2:8][CH2:9][CH2:10][CH:11]([CH3:13])[CH3:12])(=[O:4])[CH:2]=[CH2:3].[C:14]([NH2:18])(=[O:17])[CH:15]=[CH2:16].[C:19]([O:22][CH:23]=[CH2:24])(=[O:21])[CH3:20], predict the reactants needed to synthesize it. The reactants are: [C:1]([O:5][CH2:6][CH2:7][CH2:8][CH2:9][CH2:10][CH:11]([CH3:13])[CH3:12])(=[O:4])[CH:2]=[CH2:3].[C:14]([NH2:18])(=[O:17])[CH:15]=[CH2:16].[C:19]([O:22][CH:23]=[CH2:24])(=[O:21])[CH3:20].N(C(C)(CC(C)C)C#N)=NC(C)(CC(C)C)C#N.CC(N=NC(C#N)(C)C)(C#N)C. (2) Given the product [Br:1][C:2]1[C:3]([C@@H:9]([NH:19][C:20](=[O:21])[O:22][C:23]([CH3:26])([CH3:25])[CH3:24])[CH2:10][C:11]2[CH:16]=[C:15]([F:17])[CH:14]=[C:13]([F:18])[CH:12]=2)=[N:4][CH:5]=[C:6]([Br:8])[CH:7]=1, predict the reactants needed to synthesize it. The reactants are: [Br:1][C:2]1[C:3]([C@@H:9]([NH2:19])[CH2:10][C:11]2[CH:16]=[C:15]([F:17])[CH:14]=[C:13]([F:18])[CH:12]=2)=[N:4][CH:5]=[C:6]([Br:8])[CH:7]=1.[C:20](O[C:20]([O:22][C:23]([CH3:26])([CH3:25])[CH3:24])=[O:21])([O:22][C:23]([CH3:26])([CH3:25])[CH3:24])=[O:21]. (3) Given the product [Br:1][C:2]1[C:3]([F:22])=[CH:4][C:5]2[O:15][CH2:14][C:13]([OH:16])([CH3:23])[C:12]3[S:11][C:10]([C:17]([O:19][CH2:20][CH3:21])=[O:18])=[N:9][C:8]=3[C:6]=2[CH:7]=1, predict the reactants needed to synthesize it. The reactants are: [Br:1][C:2]1[C:3]([F:22])=[CH:4][C:5]2[O:15][CH2:14][C:13](=[O:16])[C:12]3[S:11][C:10]([C:17]([O:19][CH2:20][CH3:21])=[O:18])=[N:9][C:8]=3[C:6]=2[CH:7]=1.[CH3:23][Mg]Br.OC1(C)C2SC(C(N)=O)=NC=2C2C=C(C#CC(O)(C)C)C=CC=2OC1.